From a dataset of Reaction yield outcomes from USPTO patents with 853,638 reactions. Predict the reaction yield, written as a fraction of the theoretical maximum amount of product (1.0 means a 100% yield; for example, 0.34 means a 34% yield). The reactants are [O-]CC.[Na+].[NH2:5][C:6]1[S:10][C:9]2[CH2:11][CH2:12][CH2:13][CH2:14][C:8]=2[C:7]=1[C:15]([C:17]1[CH:22]=[CH:21][C:20]([CH3:23])=[CH:19][CH:18]=1)=O.[C:24](OCC)(=[O:32])[CH2:25][CH2:26][C:27]([O:29][CH2:30][CH3:31])=[O:28].Cl. The catalyst is C(O)C.O. The product is [CH2:30]([O:29][C:27](=[O:28])[CH2:26][C:25]1[C:15]([C:17]2[CH:22]=[CH:21][C:20]([CH3:23])=[CH:19][CH:18]=2)=[C:7]2[C:8]3[CH2:14][CH2:13][CH2:12][CH2:11][C:9]=3[S:10][C:6]2=[N:5][C:24]=1[OH:32])[CH3:31]. The yield is 0.196.